Dataset: Full USPTO retrosynthesis dataset with 1.9M reactions from patents (1976-2016). Task: Predict the reactants needed to synthesize the given product. (1) Given the product [CH3:13][C@H:12]1[NH:8][C@H:9]([CH2:14][O:15][C:16]2[CH:25]=[CH:24][C:19]([C:20]([O:22][CH3:23])=[O:21])=[CH:18][CH:17]=2)[CH2:10][CH2:11]1, predict the reactants needed to synthesize it. The reactants are: C([N:8]1[C@H:12]([CH3:13])[CH2:11][CH2:10][C@H:9]1[CH2:14][O:15][C:16]1[CH:25]=[CH:24][C:19]([C:20]([O:22][CH3:23])=[O:21])=[CH:18][CH:17]=1)(OC(C)(C)C)=O.FC(F)(F)C(O)=O. (2) Given the product [C:1]([NH:4][C:5]1[N:6]=[C:7]([O:33][S:49]([C:38]2[C:39]([CH:46]([CH3:47])[CH3:48])=[CH:40][C:41]([CH:43]([CH3:45])[CH3:44])=[CH:42][C:37]=2[CH:34]([CH3:36])[CH3:35])(=[O:51])=[O:50])[C:8]2[S:13][C:12](=[O:14])[N:11]([C@@H:15]3[O:27][C@H:26]([CH2:28][O:29][C:30](=[O:32])[CH3:31])[C@@H:21]([O:22][C:23](=[O:25])[CH3:24])[C@H:16]3[O:17][C:18](=[O:20])[CH3:19])[C:9]=2[N:10]=1)(=[O:3])[CH3:2], predict the reactants needed to synthesize it. The reactants are: [C:1]([NH:4][C:5]1[NH:6][C:7](=[O:33])[C:8]2[S:13][C:12](=[O:14])[N:11]([C@@H:15]3[O:27][C@H:26]([CH2:28][O:29][C:30](=[O:32])[CH3:31])[C@@H:21]([O:22][C:23](=[O:25])[CH3:24])[C@H:16]3[O:17][C:18](=[O:20])[CH3:19])[C:9]=2[N:10]=1)(=[O:3])[CH3:2].[CH:34]([C:37]1[CH:42]=[C:41]([CH:43]([CH3:45])[CH3:44])[CH:40]=[C:39]([CH:46]([CH3:48])[CH3:47])[C:38]=1[S:49](Cl)(=[O:51])=[O:50])([CH3:36])[CH3:35]. (3) Given the product [F:11][C:12]([F:25])([C:17]1[CH:24]=[CH:23][C:20]([CH:21]=[O:27])=[CH:19][CH:18]=1)[C:13]([F:16])([F:15])[F:14], predict the reactants needed to synthesize it. The reactants are: [H-].C([Al+]CC(C)C)C(C)C.[F:11][C:12]([F:25])([C:17]1[CH:24]=[CH:23][C:20]([C:21]#N)=[CH:19][CH:18]=1)[C:13]([F:16])([F:15])[F:14].S(=O)(=O)(O)[OH:27].O. (4) Given the product [C:25]([O:9][C:7]1[CH:8]=[C:3]([CH2:1][CH3:2])[CH:4]=[CH:5][C:6]=1[O:10][C:11]1[CH:16]=[CH:15][CH:14]=[C:13]([F:17])[N:12]=1)(=[O:27])[CH3:26], predict the reactants needed to synthesize it. The reactants are: [CH2:1]([C:3]1[CH:4]=[CH:5][C:6]([O:10][C:11]2[CH:16]=[CH:15][CH:14]=[C:13]([F:17])[N:12]=2)=[C:7]([OH:9])[CH:8]=1)[CH3:2].C(N(CC)CC)C.[C:25](O)(=[O:27])[CH3:26]. (5) The reactants are: O=[C:2]1[C:10]2[C:5](=CC=[C:8]([C:11]3[C:12]([C@@H:27]([NH:37][C:38](=[O:56])[CH2:39][N:40]4[C:48]5[C:47]([F:50])([F:49])[CH2:46][CH2:45][C:44]([F:52])([F:51])[C:43]=5[C:42]([CH:53]([F:55])[F:54])=[N:41]4)[CH2:28][C:29]4[CH:34]=[C:33]([F:35])[CH:32]=[C:31]([F:36])[CH:30]=4)=[N:13][CH:14]=[C:15](C4C=C5C(=CC=4)CNC5=O)[CH:16]=3)[CH:9]=2)[CH2:4][NH:3]1.BrC1[C:59]([C@@H](NC(=O)CN2C3C(F)(F)CCC(F)(F)C=3C(C(F)F)=N2)CC2C=C(F)C=C(F)C=2)=[N:60]C=C(Br)C=1.CC1(C)C(C)(C)OB([C:103]2[CH:104]=[C:105]3[CH:111]=[CH:110][NH:109][C:106]3=[N:107][CH:108]=2)O1. Given the product [NH:3]1[C:2]2=[N:60][CH:59]=[C:8]([C:11]3[C:12]([C@@H:27]([NH:37][C:38](=[O:56])[CH2:39][N:40]4[C:48]5[C:47]([F:49])([F:50])[CH2:46][CH2:45][C:44]([F:51])([F:52])[C:43]=5[C:42]([CH:53]([F:55])[F:54])=[N:41]4)[CH2:28][C:29]4[CH:34]=[C:33]([F:35])[CH:32]=[C:31]([F:36])[CH:30]=4)=[N:13][CH:14]=[C:15]([C:103]4[CH:104]=[C:105]5[CH:111]=[CH:110][NH:109][C:106]5=[N:107][CH:108]=4)[CH:16]=3)[CH:9]=[C:10]2[CH:5]=[CH:4]1, predict the reactants needed to synthesize it.